The task is: Predict the product of the given reaction.. This data is from Forward reaction prediction with 1.9M reactions from USPTO patents (1976-2016). (1) Given the reactants [F:1][CH:2]([F:11])[O:3][C:4]1[CH:9]=[CH:8][CH:7]=[CH:6][C:5]=1[OH:10].[Cl-].[Cl-].[Cl-].[Al+3].S(C1C=CC=CC=1)C1C=CC=CC=1.S(Cl)([Cl:32])(=O)=O, predict the reaction product. The product is: [Cl:32][C:8]1[CH:7]=[CH:6][C:5]([OH:10])=[C:4]([O:3][CH:2]([F:11])[F:1])[CH:9]=1. (2) Given the reactants [CH2:1]([N:3]1[C:16](=[O:17])[C:15]2[C:10](=[CH:11][CH:12]=[C:13]([N+:18]([O-])=O)[CH:14]=2)[C:9]2[CH:8]=[CH:7][CH:6]=[CH:5][C:4]1=2)[CH3:2], predict the reaction product. The product is: [NH2:18][C:13]1[CH:14]=[C:15]2[C:10](=[CH:11][CH:12]=1)[C:9]1[CH:8]=[CH:7][CH:6]=[CH:5][C:4]=1[N:3]([CH2:1][CH3:2])[C:16]2=[O:17]. (3) Given the reactants F[P-](F)(F)(F)(F)F.N1(O[P+](N(C)C)(N(C)C)N(C)C)C2C=CC=CC=2N=N1.[CH3:28][C:29]1[CH:38]=[C:37]2[C:32]([C:33]([N:46]3[CH2:51][CH2:50][NH:49][CH2:48][CH2:47]3)=[N:34][C:35]([C:39]3[CH:44]=[CH:43][CH:42]=[CH:41][C:40]=3[OH:45])=[N:36]2)=[CH:31][CH:30]=1.[OH:52][C@H:53]([CH2:57][CH:58]([CH3:60])[CH3:59])[C:54](O)=[O:55].C(N(CC)CC)C, predict the reaction product. The product is: [OH:52][C@H:53]([CH2:57][CH:58]([CH3:60])[CH3:59])[C:54]([N:49]1[CH2:50][CH2:51][N:46]([C:33]2[C:32]3[C:37](=[CH:38][C:29]([CH3:28])=[CH:30][CH:31]=3)[N:36]=[C:35]([C:39]3[CH:44]=[CH:43][CH:42]=[CH:41][C:40]=3[OH:45])[N:34]=2)[CH2:47][CH2:48]1)=[O:55].